From a dataset of Full USPTO retrosynthesis dataset with 1.9M reactions from patents (1976-2016). Predict the reactants needed to synthesize the given product. (1) Given the product [OH:19][CH2:18][C:2]1([CH3:1])[CH2:17][CH2:16][CH2:15][C:4]2([O:8][C:7](=[O:9])[N:6]([CH2:10][C:11]([CH3:13])([CH3:14])[CH3:12])[CH2:5]2)[CH2:3]1, predict the reactants needed to synthesize it. The reactants are: [CH3:1][C:2]1([C:18](OC)=[O:19])[CH2:17][CH2:16][CH2:15][C:4]2([O:8][C:7](=[O:9])[N:6]([CH2:10][C:11]([CH3:14])([CH3:13])[CH3:12])[CH2:5]2)[CH2:3]1.[H-].[Al+3].[Li+].[H-].[H-].[H-]. (2) Given the product [CH2:18]([O:2][C:1]([C:4]1[CH:12]=[C:11]2[C:7]([CH:8]=[CH:9][NH:10]2)=[CH:6][CH:5]=1)=[O:3])[CH3:19], predict the reactants needed to synthesize it. The reactants are: [C:1]([C:4]1[CH:12]=[C:11]2[C:7]([CH:8]=[CH:9][NH:10]2)=[CH:6][CH:5]=1)([OH:3])=[O:2].OS(O)(=O)=O.[CH2:18](O)[CH3:19]. (3) The reactants are: [CH2:1]([C:9]1[N:10]=[C:11]([NH:14][C:15]2[N:20]=[CH:19][C:18]([S:21]CCC(OC)=O)=[CH:17][C:16]=2[O:28][C:29]2[CH:34]=[CH:33][CH:32]=[CH:31][CH:30]=2)[S:12][CH:13]=1)[CH2:2][C:3]1[CH:8]=[CH:7][CH:6]=[CH:5][CH:4]=1.CC([O-])(C)C.[K+].CS(O[CH:46]([C:60]1[CH:65]=[CH:64][CH:63]=[CH:62][N:61]=1)[CH:47]1[CH2:52][CH2:51][N:50]([C:53]([O:55][C:56]([CH3:59])([CH3:58])[CH3:57])=[O:54])[CH2:49][CH2:48]1)(=O)=O. Given the product [CH2:1]([C:9]1[N:10]=[C:11]([NH:14][C:15]2[N:20]=[CH:19][C:18]([S:21][CH:46]([C:60]3[CH:65]=[CH:64][CH:63]=[CH:62][N:61]=3)[CH:47]3[CH2:48][CH2:49][N:50]([C:53]([O:55][C:56]([CH3:57])([CH3:58])[CH3:59])=[O:54])[CH2:51][CH2:52]3)=[CH:17][C:16]=2[O:28][C:29]2[CH:34]=[CH:33][CH:32]=[CH:31][CH:30]=2)[S:12][CH:13]=1)[CH2:2][C:3]1[CH:4]=[CH:5][CH:6]=[CH:7][CH:8]=1, predict the reactants needed to synthesize it. (4) The reactants are: [NH2:1][C:2]1[O:10][C:9]2[C:4](=[N:5][CH:6]=[C:7]([Br:11])[CH:8]=2)[C:3]=1[C:12]([O:14][CH2:15][CH3:16])=[O:13].[CH3:17][C:18]([O:21][C:22](O[C:22]([O:21][C:18]([CH3:20])([CH3:19])[CH3:17])=[O:23])=[O:23])([CH3:20])[CH3:19]. Given the product [Br:11][C:7]1[CH:8]=[C:9]2[O:10][C:2]([NH:1][C:22]([O:21][C:18]([CH3:20])([CH3:19])[CH3:17])=[O:23])=[C:3]([C:12]([O:14][CH2:15][CH3:16])=[O:13])[C:4]2=[N:5][CH:6]=1, predict the reactants needed to synthesize it. (5) Given the product [Cl:14][C:15]1[CH:16]=[CH:17][C:18]([C:21]2[S:25][C:24]3[C:26](=[O:27])[N:1]([C:2]4[CH:3]=[CH:4][C:5]([N:8]5[CH2:12][CH2:11][C@@H:10]([OH:13])[CH2:9]5)=[CH:6][N:7]=4)[CH:31]=[N:30][C:23]=3[CH:22]=2)=[CH:19][CH:20]=1, predict the reactants needed to synthesize it. The reactants are: [NH2:1][C:2]1[N:7]=[CH:6][C:5]([N:8]2[CH2:12][CH2:11][C@@H:10]([OH:13])[CH2:9]2)=[CH:4][CH:3]=1.[Cl:14][C:15]1[CH:20]=[CH:19][C:18]([C:21]2[S:25][C:24]([C:26](OC)=[O:27])=[C:23](/[N:30]=[CH:31]/N(C)C)[CH:22]=2)=[CH:17][CH:16]=1.C1(O)C=CC=CC=1. (6) Given the product [CH3:13][O:14][C:15](=[O:22])[CH:16]([CH:17]1[CH2:21][CH2:20][CH2:19][CH2:18]1)[CH:23]=[O:24], predict the reactants needed to synthesize it. The reactants are: C(NC(C)C)(C)C.C([Li])CCC.[CH3:13][O:14][C:15](=[O:22])[CH2:16][CH:17]1[CH2:21][CH2:20][CH2:19][CH2:18]1.[CH:23](OCC)=[O:24]. (7) Given the product [CH3:1][O:2][C:3](=[O:15])[C:4]1[CH:9]=[C:8]([C:22]([CH3:26])=[CH2:23])[C:7]([O:11][CH3:12])=[CH:6][C:5]=1[O:13][CH3:14], predict the reactants needed to synthesize it. The reactants are: [CH3:1][O:2][C:3](=[O:15])[C:4]1[CH:9]=[C:8](Br)[C:7]([O:11][CH3:12])=[CH:6][C:5]=1[O:13][CH3:14].C([O-])([O-])=O.[Cs+].[Cs+].[CH2:22]1[CH2:26]OC[CH2:23]1.